From a dataset of NCI-60 drug combinations with 297,098 pairs across 59 cell lines. Regression. Given two drug SMILES strings and cell line genomic features, predict the synergy score measuring deviation from expected non-interaction effect. (1) Drug 1: CC1=C(C=C(C=C1)C(=O)NC2=CC(=CC(=C2)C(F)(F)F)N3C=C(N=C3)C)NC4=NC=CC(=N4)C5=CN=CC=C5. Drug 2: CCC1=C2CN3C(=CC4=C(C3=O)COC(=O)C4(CC)O)C2=NC5=C1C=C(C=C5)O. Cell line: SF-295. Synergy scores: CSS=24.6, Synergy_ZIP=2.19, Synergy_Bliss=-0.716, Synergy_Loewe=-32.9, Synergy_HSA=0.710. (2) Drug 1: C#CCC(CC1=CN=C2C(=N1)C(=NC(=N2)N)N)C3=CC=C(C=C3)C(=O)NC(CCC(=O)O)C(=O)O. Drug 2: C1CN(CCN1C(=O)CCBr)C(=O)CCBr. Cell line: OVCAR3. Synergy scores: CSS=7.02, Synergy_ZIP=-1.15, Synergy_Bliss=1.73, Synergy_Loewe=-2.67, Synergy_HSA=-1.66.